From a dataset of Experimentally validated miRNA-target interactions with 360,000+ pairs, plus equal number of negative samples. Binary Classification. Given a miRNA mature sequence and a target amino acid sequence, predict their likelihood of interaction. (1) The miRNA is mmu-miR-5098 with sequence GUUACAUGGUGAAGCCCAGUU. The protein sequence of the target gene is MADGGGGGGTGAVGGGGTSQASAGAATGATGASGGGGPINPASLPPGDPQLIALIVEQLKSRGLFDSFRRDCLADVDTKPAYQNLRQKVDNFVSTHLDKQEWNPTMNKNQLRNGLRQSVVQSGMLEAGVDRIISQVVDPKLNHIFRPQIERAIHEFLAAQKKAAVPAPPPEPEGQDPPAPSQDTS. Result: 0 (no interaction). (2) The miRNA is hsa-miR-3183 with sequence GCCUCUCUCGGAGUCGCUCGGA. The protein sequence of the target gene is MNFLRRRLSDSSFMANLPNGYMTDLQRPDSSTSSPASPAMERRHPQPLAASFSSPGSSLFSSLSSAMKQAPQATSGLMEPPGPSTPIVQRPRILLVIDDAHTDWSKYFHGKKVNGEIEIRVEQAEFSELNLAAYVTGGCMVDMQVVRNGTKVVSRSFKPDFILVRQHAYSMALGEDYRSLVIGLQYGGLPAVNSLYSVYNFCSKPWVFSQLIKIFHSLGPEKFPLVEQTFFPNHKPMVTAPHFPVVVKLGHAHAGMGKIKVENQLDFQDITSVVAMAKTYATTEAFIDSKYDIRIQKIGS.... Result: 0 (no interaction). (3) The miRNA is hsa-miR-335-5p with sequence UCAAGAGCAAUAACGAAAAAUGU. The protein sequence of the target gene is MGFNLTLAKLPNNELHGQESHNSGNRSDGPGKNTTLHNEFDTIVLPVLYLIIFVASILLNGLAVWIFFHIRNKTSFIFYLKNIVVADLIMTLTFPFRIVHDAGFGPWYFKFILCRYTSVLFYANMYTSIVFLGLISIDRYLKVVKPFGDSRMYSITFTKVLSVCVWVIMAVLSLPNIILTNGQPTEDNIHDCSKLKSPLGVKWHTAVTYVNSCLFVAVLVILIGCYIAISRYIHKSSRQFISQSSRKRKHNQSIRVVVAVFFTCFLPYHLCRIPFTFSHLDRLLDESAQKILYYCKEITL.... Result: 1 (interaction). (4) The miRNA is hsa-miR-6741-3p with sequence UCGGCUCUCUCCCUCACCCUAG. The protein sequence of the target gene is MAAVQMDPELAKRLFFEGATVVILNMPKGTEFGIDYNSWEVGPKFRGVKMIPPGIHFLHYSSVDKANPKEVGPRMGFFLSLHQRGLTVLRWSTLREEVDLSPAPESEVEAMRANLQELDQFLGPYPYATLKKWISLTNFISEATVEKLQPENRQICAFSDVLPVLSMKHTKDRVGQNLPRCGIECKSYQEGLARLPEMKPRAGTEIRFSELPTQMFPEGATPAEITKHSMDLSYALETVLNKQFPSSPQDVLGELQFAFVCFLLGNVYEAFEHWKRLLNLLCRSEAAMMKHHTLYINLIS.... Result: 0 (no interaction).